The task is: Predict which catalyst facilitates the given reaction.. This data is from Catalyst prediction with 721,799 reactions and 888 catalyst types from USPTO. Reactant: [F:1][C:2]1[CH:3]=[C:4]2[C:9](=[CH:10][CH:11]=1)[N:8]=[CH:7][CH:6]=[C:5]2[CH:12]1[CH2:17][CH2:16][CH:15]([C:18]#N)[CH2:14][CH2:13]1.[OH2:20].[C:21](=O)(O)[O-:22].[Na+]. Product: [F:1][C:2]1[CH:3]=[C:4]2[C:9](=[CH:10][CH:11]=1)[N:8]=[CH:7][CH:6]=[C:5]2[CH:12]1[CH2:17][CH2:16][CH:15]([C:18]([O:22][CH3:21])=[O:20])[CH2:14][CH2:13]1. The catalyst class is: 240.